This data is from NCI-60 drug combinations with 297,098 pairs across 59 cell lines. The task is: Regression. Given two drug SMILES strings and cell line genomic features, predict the synergy score measuring deviation from expected non-interaction effect. (1) Drug 1: CS(=O)(=O)C1=CC(=C(C=C1)C(=O)NC2=CC(=C(C=C2)Cl)C3=CC=CC=N3)Cl. Drug 2: C1=C(C(=O)NC(=O)N1)N(CCCl)CCCl. Cell line: TK-10. Synergy scores: CSS=17.7, Synergy_ZIP=-3.21, Synergy_Bliss=3.25, Synergy_Loewe=1.02, Synergy_HSA=3.38. (2) Drug 1: C1=CC(=C2C(=C1NCCNCCO)C(=O)C3=C(C=CC(=C3C2=O)O)O)NCCNCCO. Drug 2: C(=O)(N)NO. Cell line: KM12. Synergy scores: CSS=22.9, Synergy_ZIP=-8.40, Synergy_Bliss=-9.99, Synergy_Loewe=-30.8, Synergy_HSA=-7.23. (3) Synergy scores: CSS=14.8, Synergy_ZIP=2.10, Synergy_Bliss=-0.699, Synergy_Loewe=-10.6, Synergy_HSA=-3.79. Cell line: HCC-2998. Drug 2: C1CN1C2=NC(=NC(=N2)N3CC3)N4CC4. Drug 1: CC1=C(C=C(C=C1)NC(=O)C2=CC=C(C=C2)CN3CCN(CC3)C)NC4=NC=CC(=N4)C5=CN=CC=C5. (4) Drug 1: C1=NC2=C(N=C(N=C2N1C3C(C(C(O3)CO)O)O)F)N. Drug 2: C1C(C(OC1N2C=NC(=NC2=O)N)CO)O. Cell line: RXF 393. Synergy scores: CSS=4.43, Synergy_ZIP=-1.21, Synergy_Bliss=1.38, Synergy_Loewe=-5.51, Synergy_HSA=-0.300. (5) Drug 1: CCCS(=O)(=O)NC1=C(C(=C(C=C1)F)C(=O)C2=CNC3=C2C=C(C=N3)C4=CC=C(C=C4)Cl)F. Drug 2: C1=NC2=C(N1)C(=S)N=CN2. Cell line: UACC62. Synergy scores: CSS=44.2, Synergy_ZIP=-3.80, Synergy_Bliss=-8.53, Synergy_Loewe=-8.68, Synergy_HSA=-4.71. (6) Drug 1: CC1=C2C(C(=O)C3(C(CC4C(C3C(C(C2(C)C)(CC1OC(=O)C(C(C5=CC=CC=C5)NC(=O)OC(C)(C)C)O)O)OC(=O)C6=CC=CC=C6)(CO4)OC(=O)C)OC)C)OC. Drug 2: C1C(C(OC1N2C=NC3=C(N=C(N=C32)Cl)N)CO)O. Cell line: ACHN. Synergy scores: CSS=38.6, Synergy_ZIP=0.397, Synergy_Bliss=-1.07, Synergy_Loewe=-5.97, Synergy_HSA=3.34. (7) Drug 1: C1=CC=C(C(=C1)C(C2=CC=C(C=C2)Cl)C(Cl)Cl)Cl. Drug 2: CN(CC1=CN=C2C(=N1)C(=NC(=N2)N)N)C3=CC=C(C=C3)C(=O)NC(CCC(=O)O)C(=O)O. Cell line: HOP-62. Synergy scores: CSS=8.65, Synergy_ZIP=-5.69, Synergy_Bliss=-7.21, Synergy_Loewe=-18.5, Synergy_HSA=-6.15. (8) Drug 1: CC1C(C(CC(O1)OC2CC(OC(C2O)C)OC3=CC4=CC5=C(C(=O)C(C(C5)C(C(=O)C(C(C)O)O)OC)OC6CC(C(C(O6)C)O)OC7CC(C(C(O7)C)O)OC8CC(C(C(O8)C)O)(C)O)C(=C4C(=C3C)O)O)O)O. Drug 2: C1=NC2=C(N=C(N=C2N1C3C(C(C(O3)CO)O)F)Cl)N. Cell line: RPMI-8226. Synergy scores: CSS=47.4, Synergy_ZIP=1.43, Synergy_Bliss=-0.775, Synergy_Loewe=-3.17, Synergy_HSA=-3.21.